Dataset: Reaction yield outcomes from USPTO patents with 853,638 reactions. Task: Predict the reaction yield, written as a fraction of the theoretical maximum amount of product (1.0 means a 100% yield; for example, 0.34 means a 34% yield). (1) No catalyst specified. The yield is 0.940. The product is [CH3:15][O:16][C:3]([CH:2]1[CH:1]2[CH:12]=[CH:11][CH:7]([CH:8]3[CH:10]2[CH2:9]3)[CH:6]1[C:5]([OH:4])=[O:13])=[O:14]. The reactants are [CH:1]12[CH:12]=[CH:11][CH:7]([CH:8]3[CH:10]1[CH2:9]3)[CH:6]1[CH:2]2[C:3](=[O:14])[O:4][C:5]1=[O:13].[CH3:15][OH:16]. (2) The reactants are [C:1]([O:5][C:6]([N:8]1[CH2:13][CH2:12][CH:11]([SH:14])[CH2:10][CH2:9]1)=[O:7])([CH3:4])([CH3:3])[CH3:2].[Cl:15][C:16]1[C:21]([CH3:22])=[C:20](Cl)[N:19]=[CH:18][N:17]=1.CC(C)([O-])C.[Na+]. The catalyst is C1COCC1. The product is [C:1]([O:5][C:6]([N:8]1[CH2:13][CH2:12][CH:11]([S:14][C:20]2[C:21]([CH3:22])=[C:16]([Cl:15])[N:17]=[CH:18][N:19]=2)[CH2:10][CH2:9]1)=[O:7])([CH3:4])([CH3:2])[CH3:3]. The yield is 0.970. (3) The reactants are [C:1]([O:5][C:6]([N:8]1[CH2:13][CH:12]=[C:11]([C:14]2[CH:19]=[CH:18][C:17]([NH2:20])=[CH:16][CH:15]=2)[CH2:10][CH2:9]1)=[O:7])([CH3:4])([CH3:3])[CH3:2]. The catalyst is CO.[Pd]. The product is [C:1]([O:5][C:6]([N:8]1[CH2:13][CH2:12][CH:11]([C:14]2[CH:19]=[CH:18][C:17]([NH2:20])=[CH:16][CH:15]=2)[CH2:10][CH2:9]1)=[O:7])([CH3:4])([CH3:2])[CH3:3]. The yield is 1.00.